Task: Predict the reaction yield, written as a fraction of the theoretical maximum amount of product (1.0 means a 100% yield; for example, 0.34 means a 34% yield).. Dataset: Reaction yield outcomes from USPTO patents with 853,638 reactions (1) The reactants are Cl.[NH2:2][C@H:3]([CH2:7][CH3:8])[C:4]([NH2:6])=[O:5].[Cl:9][C:10]1[C:15]([C:16]#[N:17])=[CH:14][C:13]([F:18])=[C:12](Cl)[N:11]=1.CCN(C(C)C)C(C)C.CCOC(C)=O. The catalyst is CN1C(=O)CCC1. The product is [Cl:9][C:10]1[N:11]=[C:12]([NH:2][C@H:3]([CH2:7][CH3:8])[C:4]([NH2:6])=[O:5])[C:13]([F:18])=[CH:14][C:15]=1[C:16]#[N:17]. The yield is 0.980. (2) The reactants are [H-].[Na+].[F:3][C:4]([F:8])([F:7])[CH2:5][OH:6].Cl[C:10]1[CH:15]=[C:14](Cl)[N:13]=[C:12]([NH:17][C:18](=[O:30])[NH:19][C:20]2[CH:25]=[CH:24][C:23]([C:26]([F:29])([F:28])[F:27])=[CH:22][CH:21]=2)[N:11]=1. The catalyst is C1COCC1. The product is [F:3][C:4]([F:8])([F:7])[CH2:5][O:6][C:10]1[CH:15]=[C:14]([O:6][CH2:5][C:4]([F:8])([F:7])[F:3])[N:13]=[C:12]([NH:17][C:18](=[O:30])[NH:19][C:20]2[CH:25]=[CH:24][C:23]([C:26]([F:29])([F:28])[F:27])=[CH:22][CH:21]=2)[N:11]=1. The yield is 0.680. (3) The reactants are [NH:1]1[CH2:6][CH2:5][O:4][CH2:3][C@@H:2]1[CH2:7][OH:8].C[Si](C)(C)N[Si](C)(C)C.C[Si](C)(C)Cl.Cl[C:24]1[N:29]=[C:28]([S:30][CH2:31][CH3:32])[C:27]([C:33]([NH:35][CH2:36][C:37]2[CH:42]=[CH:41][CH:40]=[C:39]([F:43])[CH:38]=2)=[O:34])=[C:26]([CH3:44])[CH:25]=1.CCN(C(C)C)C(C)C.Cl.C([O-])(O)=O.[Na+]. The catalyst is C1COCC1.CN1C(=O)CCC1. The product is [CH2:31]([S:30][C:28]1[C:27]([C:33]([NH:35][CH2:36][C:37]2[CH:42]=[CH:41][CH:40]=[C:39]([F:43])[CH:38]=2)=[O:34])=[C:26]([CH3:44])[CH:25]=[C:24]([N:1]2[CH2:6][CH2:5][O:4][CH2:3][C@@H:2]2[CH2:7][OH:8])[N:29]=1)[CH3:32]. The yield is 0.130. (4) The reactants are [CH:1]([O:4][C:5]1[CH:19]=[CH:18][C:8]([O:9][C:10]2[S:11][C:12]([C:15]([NH2:17])=[O:16])=[CH:13][N:14]=2)=[CH:7][CH:6]=1)([CH3:3])[CH3:2].Cl[C:21]([S:23]Cl)=[O:22]. The catalyst is C1(C)C=CC=CC=1. The product is [CH:1]([O:4][C:5]1[CH:19]=[CH:18][C:8]([O:9][C:10]2[S:11][C:12]([C:15]3[O:16][C:21](=[O:22])[S:23][N:17]=3)=[CH:13][N:14]=2)=[CH:7][CH:6]=1)([CH3:3])[CH3:2]. The yield is 0.920. (5) The reactants are N[CH2:2][C:3]([C:5]1[CH:10]=[CH:9][CH:8]=[CH:7][CH:6]=1)=[O:4].CC[N:13](CC)CC.[CH3:18][O:19][C:20]1[CH:28]=[CH:27][C:23]([C:24](Cl)=[O:25])=[CH:22][CH:21]=1. The catalyst is C1COCC1. The product is [C:3]([C:5]1[CH:10]=[CH:9][CH:8]=[CH:7][C:6]=1[NH:13][C:24](=[O:25])[C:23]1[CH:27]=[CH:28][C:20]([O:19][CH3:18])=[CH:21][CH:22]=1)(=[O:4])[CH3:2]. The yield is 0.930. (6) The reactants are Cl[C:2]1[N:11]=[CH:10][C:9]2[N:8]([CH2:12][CH:13]3[CH2:15][CH2:14]3)[C:7](=[O:16])[C@:6]3([CH3:22])[C@H:17]([CH3:21])[O:18][CH2:19][CH2:20][N:5]3[C:4]=2[N:3]=1.[CH3:23][NH:24][C:25]([NH:27][C:28]1[CH:33]=[CH:32][C:31](B2OC(C)(C)C(C)(C)O2)=[CH:30][CH:29]=1)=[O:26].C([O-])(O)=O.[Na+].[Na+].[Cl-]. The catalyst is C1C=CC(P(C2C=CC=CC=2)[C-]2C=CC=C2)=CC=1.C1C=CC(P(C2C=CC=CC=2)[C-]2C=CC=C2)=CC=1.Cl[Pd]Cl.[Fe+2].O1CCOCC1. The product is [CH:13]1([CH2:12][N:8]2[C:7](=[O:16])[C@:6]3([CH3:22])[C@H:17]([CH3:21])[O:18][CH2:19][CH2:20][N:5]3[C:4]3[N:3]=[C:2]([C:31]4[CH:30]=[CH:29][C:28]([NH:27][C:25]([NH:24][CH3:23])=[O:26])=[CH:33][CH:32]=4)[N:11]=[CH:10][C:9]2=3)[CH2:15][CH2:14]1. The yield is 0.0513. (7) The reactants are [CH3:1][O:2][C:3]1[C:4](=[O:24])[C:5](C(O)=O)=[N:6][N:7]([C:9]2[C:19]([F:20])=[CH:18][C:12]3[O:13][C:14]([F:17])([F:16])[O:15][C:11]=3[CH:10]=2)[CH:8]=1.C1C=CC(P([N:39]=[N+]=[N-])(C2C=CC=CC=2)=O)=CC=1.CCN(CC)CC.[OH-].[Na+]. The catalyst is C1(C)C=CC=CC=1. The product is [NH2:39][C:5]1[C:4](=[O:24])[C:3]([O:2][CH3:1])=[CH:8][N:7]([C:9]2[C:19]([F:20])=[CH:18][C:12]3[O:13][C:14]([F:17])([F:16])[O:15][C:11]=3[CH:10]=2)[N:6]=1. The yield is 0.650.